From a dataset of Full USPTO retrosynthesis dataset with 1.9M reactions from patents (1976-2016). Predict the reactants needed to synthesize the given product. (1) Given the product [C:1]12([CH2:11][C:12]([NH:38][CH:39]3[CH2:44][CH2:43][CH:42]([OH:45])[CH2:41][CH2:40]3)=[O:13])[CH2:10][CH:5]3[CH2:4][CH:3]([CH2:9][CH:7]([CH2:6]3)[CH2:8]1)[CH2:2]2, predict the reactants needed to synthesize it. The reactants are: [C:1]12([CH2:11][C:12](O)=[O:13])[CH2:10][CH:5]3[CH2:6][CH:7]([CH2:9][CH:3]([CH2:4]3)[CH2:2]1)[CH2:8]2.C1C=CC2N(O)N=NC=2C=1.O.CCN=C=NCCCN(C)C.Cl.[NH2:38][C@H:39]1[CH2:44][CH2:43][C@H:42]([OH:45])[CH2:41][CH2:40]1.NC1(O)CCCCC1. (2) Given the product [CH2:47]([O:50][CH2:51][CH2:52][N:53]([CH3:54])[C:29](=[O:31])[C:28]1[CH:32]=[CH:33][C:34]([CH2:35][CH2:36][S:37]([N:40]2[CH2:45][CH2:44][C:43](=[O:46])[CH2:42][CH2:41]2)(=[O:39])=[O:38])=[C:26]([CH3:25])[CH:27]=1)[CH:48]=[CH2:49], predict the reactants needed to synthesize it. The reactants are: CN(C(ON1N=NC2C=CC=NC1=2)=[N+](C)C)C.F[P-](F)(F)(F)(F)F.[CH3:25][C:26]1[CH:27]=[C:28]([CH:32]=[CH:33][C:34]=1[CH2:35][CH2:36][S:37]([N:40]1[CH2:45][CH2:44][C:43](=[O:46])[CH2:42][CH2:41]1)(=[O:39])=[O:38])[C:29]([OH:31])=O.[CH2:47]([O:50][CH2:51][CH2:52][NH:53][CH3:54])[CH:48]=[CH2:49].C(N(C(C)C)CC)(C)C.Cl. (3) Given the product [N:31]([CH2:24][C:21]1[CH:20]=[CH:19][C:18]([C:15]2[CH:16]=[CH:17][C:12]([N:8]3[CH2:7][CH:6]([CH2:5][NH:4][C:1](=[O:3])[CH3:2])[O:10][C:9]3=[O:11])=[CH:13][C:14]=2[F:30])=[CH:23][CH:22]=1)=[N+:32]=[N-:33], predict the reactants needed to synthesize it. The reactants are: [C:1]([NH:4][CH2:5][CH:6]1[O:10][C:9](=[O:11])[N:8]([C:12]2[CH:17]=[CH:16][C:15]([C:18]3[CH:23]=[CH:22][C:21]([CH2:24]OS(C)(=O)=O)=[CH:20][CH:19]=3)=[C:14]([F:30])[CH:13]=2)[CH2:7]1)(=[O:3])[CH3:2].[N-:31]=[N+:32]=[N-:33].[Na+].O. (4) The reactants are: [CH3:1][C:2]1[C:6]([CH3:7])=[C:5]([NH:8][C:9](=[O:16])OCC(Cl)(Cl)Cl)[O:4][N:3]=1.[F:17][C:18]1[C:23]([F:24])=[CH:22][CH:21]=[CH:20][C:19]=1[C:25]1[N:30]=[C:29]([N:31]2[CH2:36][CH2:35][NH:34][CH2:33][CH2:32]2)[CH:28]=[CH:27][CH:26]=1. Given the product [F:17][C:18]1[C:23]([F:24])=[CH:22][CH:21]=[CH:20][C:19]=1[C:25]1[N:30]=[C:29]([N:31]2[CH2:32][CH2:33][N:34]([C:9]([NH:8][C:5]3[O:4][N:3]=[C:2]([CH3:1])[C:6]=3[CH3:7])=[O:16])[CH2:35][CH2:36]2)[CH:28]=[CH:27][CH:26]=1, predict the reactants needed to synthesize it. (5) Given the product [F:1][C:2]1[CH:7]=[C:6]([O:8][C:9]2[CH:14]=[CH:13][N:12]=[C:11]([NH:15][C:16]([N:18]([CH3:26])[CH:19]3[CH2:20][CH2:21][N:22]([CH3:25])[CH2:23][CH2:24]3)=[O:17])[CH:10]=2)[CH:5]=[CH:4][C:3]=1[NH:27][C:28]([C:30]1([C:33]([NH:36][C:37]2[CH:38]=[N:39][CH:40]=[CH:41][CH:42]=2)=[O:35])[CH2:31][CH2:32]1)=[O:29], predict the reactants needed to synthesize it. The reactants are: [F:1][C:2]1[CH:7]=[C:6]([O:8][C:9]2[CH:14]=[CH:13][N:12]=[C:11]([NH:15][C:16]([N:18]([CH3:26])[CH:19]3[CH2:24][CH2:23][N:22]([CH3:25])[CH2:21][CH2:20]3)=[O:17])[CH:10]=2)[CH:5]=[CH:4][C:3]=1[NH:27][C:28]([C:30]1([C:33]([OH:35])=O)[CH2:32][CH2:31]1)=[O:29].[NH2:36][C:37]1[CH:38]=[N:39][CH:40]=[CH:41][CH:42]=1.C(N(CC)CC)C.F[P-](F)(F)(F)(F)F.N1(O[P+](N(C)C)(N(C)C)N(C)C)C2C=CC=CC=2N=N1. (6) The reactants are: [C:1]([O:5][C:6]([N:8]1[CH2:13][CH2:12][CH2:11][CH2:10][C@H:9]1[C:14]([OH:16])=O)=[O:7])([CH3:4])([CH3:3])[CH3:2].Cl.CN.C[CH2:21][N:22](C(C)C)C(C)C.C(P1(=O)OP(CCC)(=O)OP(CCC)(=O)O1)CC. Given the product [CH3:21][NH:22][C:14]([C@@H:9]1[CH2:10][CH2:11][CH2:12][CH2:13][N:8]1[C:6]([O:5][C:1]([CH3:4])([CH3:3])[CH3:2])=[O:7])=[O:16], predict the reactants needed to synthesize it. (7) Given the product [C:22]([O:21][C:19]([NH:18][CH2:17][C@H:14]1[CH2:13][CH2:12][C@H:11]([C:9]([NH:8][C@@H:7]([CH2:6][C:5]2[CH:4]=[CH:3][C:2]([C:64]3[CH:65]=[CH:66][C:61]([C:60](=[O:80])[NH:59][CH:56]4[CH2:57][CH2:58][CH:53]([N:52]([CH3:51])[CH3:81])[CH2:54][CH2:55]4)=[CH:62][C:63]=3[C:76]([F:77])([F:79])[F:78])=[CH:50][CH:49]=2)[C:26]([NH:28][C:29]2[CH:30]=[CH:31][C:32]([C:35]3[NH:39][N:38]=[C:37]([C:40]([F:48])([F:47])[C:41]([F:45])([F:46])[C:42]([OH:44])=[O:43])[N:36]=3)=[CH:33][CH:34]=2)=[O:27])=[O:10])[CH2:16][CH2:15]1)=[O:20])([CH3:23])([CH3:25])[CH3:24], predict the reactants needed to synthesize it. The reactants are: Br[C:2]1[CH:50]=[CH:49][C:5]([CH2:6][C@@H:7]([C:26]([NH:28][C:29]2[CH:34]=[CH:33][C:32]([C:35]3[NH:39][N:38]=[C:37]([C:40]([F:48])([F:47])[C:41]([F:46])([F:45])[C:42]([OH:44])=[O:43])[N:36]=3)=[CH:31][CH:30]=2)=[O:27])[NH:8][C:9]([C@H:11]2[CH2:16][CH2:15][C@H:14]([CH2:17][NH:18][C:19]([O:21][C:22]([CH3:25])([CH3:24])[CH3:23])=[O:20])[CH2:13][CH2:12]2)=[O:10])=[CH:4][CH:3]=1.[CH3:51][N:52]([CH3:81])[CH:53]1[CH2:58][CH2:57][CH:56]([NH:59][C:60](=[O:80])[C:61]2[CH:66]=[CH:65][C:64](B3OC(C)(C)C(C)(C)O3)=[C:63]([C:76]([F:79])([F:78])[F:77])[CH:62]=2)[CH2:55][CH2:54]1.C(=O)([O-])[O-].[Na+].[Na+].O. (8) The reactants are: [F:1][C:2]([F:19])([F:18])[C:3]1[CH:7]=[CH:6][N:5]([CH:8]([CH2:14][CH2:15][CH2:16][CH3:17])[C:9]([O:11]CC)=[O:10])[N:4]=1.BrC(C(C)C)C(OCC)=O. Given the product [F:19][C:2]([F:1])([F:18])[C:3]1[CH:7]=[CH:6][N:5]([CH:8]([CH2:14][CH2:15][CH2:16][CH3:17])[C:9]([OH:11])=[O:10])[N:4]=1, predict the reactants needed to synthesize it. (9) Given the product [CH3:1][O:2][C:3](=[O:29])[CH2:4][CH2:5][CH2:6][CH2:7][C:8]1[CH:13]=[CH:12][C:11]([CH2:14][CH2:15][CH2:16][CH2:17][N:18]2[C:26](=[O:27])[C:25]3[C:20](=[CH:21][CH:22]=[CH:23][CH:24]=3)[C:19]2=[O:28])=[CH:10][N:9]=1, predict the reactants needed to synthesize it. The reactants are: [CH3:1][O:2][C:3](=[O:29])[CH2:4][CH2:5][C:6]#[C:7][C:8]1[CH:13]=[CH:12][C:11]([CH2:14][CH2:15][CH2:16][CH2:17][N:18]2[C:26](=[O:27])[C:25]3[C:20](=[CH:21][CH:22]=[CH:23][CH:24]=3)[C:19]2=[O:28])=[CH:10][N:9]=1.C(N(CC)CC)C.[H][H]. (10) Given the product [CH:11]([C:9]1[N:10]=[C:6]([CH:4]=[O:3])[S:7][CH:8]=1)([CH3:13])[CH3:12], predict the reactants needed to synthesize it. The reactants are: C([O:3][C:4]([C:6]1[S:7][CH:8]=[C:9]([CH:11]([CH3:13])[CH3:12])[N:10]=1)=O)C.CC(C[AlH]CC(C)C)C.O.